Dataset: NCI-60 drug combinations with 297,098 pairs across 59 cell lines. Task: Regression. Given two drug SMILES strings and cell line genomic features, predict the synergy score measuring deviation from expected non-interaction effect. (1) Drug 1: CC1CCC2CC(C(=CC=CC=CC(CC(C(=O)C(C(C(=CC(C(=O)CC(OC(=O)C3CCCCN3C(=O)C(=O)C1(O2)O)C(C)CC4CCC(C(C4)OC)OCCO)C)C)O)OC)C)C)C)OC. Drug 2: CCN(CC)CCNC(=O)C1=C(NC(=C1C)C=C2C3=C(C=CC(=C3)F)NC2=O)C. Cell line: TK-10. Synergy scores: CSS=8.10, Synergy_ZIP=-4.03, Synergy_Bliss=-2.52, Synergy_Loewe=-5.53, Synergy_HSA=-0.195. (2) Drug 1: CC=C1C(=O)NC(C(=O)OC2CC(=O)NC(C(=O)NC(CSSCCC=C2)C(=O)N1)C(C)C)C(C)C. Drug 2: CC1C(C(CC(O1)OC2CC(CC3=C2C(=C4C(=C3O)C(=O)C5=CC=CC=C5C4=O)O)(C(=O)C)O)N)O. Cell line: CAKI-1. Synergy scores: CSS=45.7, Synergy_ZIP=-10.4, Synergy_Bliss=-17.3, Synergy_Loewe=-13.8, Synergy_HSA=-12.0. (3) Drug 1: CCC1=C2CN3C(=CC4=C(C3=O)COC(=O)C4(CC)O)C2=NC5=C1C=C(C=C5)O. Drug 2: C1=CC=C(C=C1)NC(=O)CCCCCCC(=O)NO. Cell line: TK-10. Synergy scores: CSS=17.0, Synergy_ZIP=-9.95, Synergy_Bliss=-7.66, Synergy_Loewe=-45.1, Synergy_HSA=-2.85.